This data is from Forward reaction prediction with 1.9M reactions from USPTO patents (1976-2016). The task is: Predict the product of the given reaction. (1) Given the reactants [CH3:1][O:2][C:3]1[CH:4]=[C:5]([CH2:9][C:10](Cl)=[O:11])[CH:6]=[CH:7][CH:8]=1.[NH2:13][C:14]1[CH:15]=[CH:16][C:17]([O:20][CH3:21])=[N:18][CH:19]=1, predict the reaction product. The product is: [CH3:1][O:2][C:3]1[CH:4]=[C:5]([CH2:9][C:10]([NH:13][C:14]2[CH:15]=[CH:16][C:17]([O:20][CH3:21])=[N:18][CH:19]=2)=[O:11])[CH:6]=[CH:7][CH:8]=1. (2) Given the reactants CC1(C)C2[C:23](=C(P(C3C=CC=CC=3)C3C=CC=CC=3)C=CC=2)[O:22][C:4]2[C:5](P(C3C=CC=CC=3)C3C=CC=CC=3)=[CH:6][CH:7]=[CH:8][C:3]1=2.[NH2:43][C:44]1[C:45](I)=[C:46]2[C:51](=[CH:52][CH:53]=1)[C:50]([N:54]([C:62]([O:64][C:65]([CH3:68])([CH3:67])[CH3:66])=[O:63])[C:55]([O:57][C:58]([CH3:61])([CH3:60])[CH3:59])=[O:56])=[N:49][CH:48]=[CH:47]2.C1([OH:76])C=CC=CC=1.C(N(CC)CC)C, predict the reaction product. The product is: [NH2:43][C:44]1[CH:53]=[CH:52][C:51]2[C:50]([N:54]([C:55]([O:57][C:58]([CH3:59])([CH3:61])[CH3:60])=[O:56])[C:62]([O:64][C:65]([CH3:67])([CH3:66])[CH3:68])=[O:63])=[N:49][CH:48]=[CH:47][C:46]=2[C:45]=1[C:23]([O:22][C:4]1[CH:5]=[CH:6][CH:7]=[CH:8][CH:3]=1)=[O:76]. (3) Given the reactants Br[C:2]1[CH:3]=[C:4]([N+:9]([O-:11])=[O:10])[CH:5]=[C:6](Br)[CH:7]=1.C1C=CC(P(C2C=CC3C(=CC=CC=3)C=2C2C3C(=CC=CC=3)C=CC=2P([C:52]2[CH:57]=CC=CC=2)C2C=CC=CC=2)C2C=CC=CC=2)=CC=1.C([O-])([O-])=O.[Cs+].[Cs+].[CH3:64][N:65]1[CH2:70][CH2:69][NH:68][CH2:67][CH2:66]1, predict the reaction product. The product is: [CH3:64][N:65]1[CH2:70][CH2:69][N:68]([C:2]2[CH:3]=[C:4]([N+:9]([O-:11])=[O:10])[CH:5]=[C:6]([N:68]3[CH2:52][CH2:57][N:65]([CH3:64])[CH2:66][CH2:67]3)[CH:7]=2)[CH2:67][CH2:66]1. (4) Given the reactants Br[C:2]1[CH:3]=[C:4]([Si:13]([CH2:18][CH3:19])([CH2:16][CH3:17])[CH2:14][CH3:15])[C:5]2[O:9][C:8]([F:11])([F:10])[O:7][C:6]=2[CH:12]=1.[C:20](=[O:22])=[O:21].[NH4+].[Cl-].Cl, predict the reaction product. The product is: [F:10][C:8]1([F:11])[O:9][C:5]2[C:4]([Si:13]([CH2:18][CH3:19])([CH2:16][CH3:17])[CH2:14][CH3:15])=[CH:3][C:2]([C:20]([OH:22])=[O:21])=[CH:12][C:6]=2[O:7]1. (5) Given the reactants [Cl:1][C:2]1[C:3]([CH2:14][N:15]([CH:48]2[CH2:50][CH2:49]2)[C:16](=[O:47])[CH:17]([CH2:27][C:28]2[CH:33]=[CH:32][C:31]([O:34][CH2:35][CH2:36][O:37][C:38]3[C:43]([Cl:44])=[CH:42][C:41]([CH3:45])=[CH:40][C:39]=3[Cl:46])=[CH:30][CH:29]=2)[CH2:18][NH:19]C(=O)OC(C)(C)C)=[CH:4][C:5]([CH2:9][CH2:10][CH2:11][O:12][CH3:13])=[N+:6]([O-:8])[CH:7]=1.Cl, predict the reaction product. The product is: [NH2:19][CH2:18][CH:17]([CH2:27][C:28]1[CH:33]=[CH:32][C:31]([O:34][CH2:35][CH2:36][O:37][C:38]2[C:43]([Cl:44])=[CH:42][C:41]([CH3:45])=[CH:40][C:39]=2[Cl:46])=[CH:30][CH:29]=1)[C:16]([N:15]([CH2:14][C:3]1[C:2]([Cl:1])=[CH:7][N+:6]([O-:8])=[C:5]([CH2:9][CH2:10][CH2:11][O:12][CH3:13])[CH:4]=1)[CH:48]1[CH2:50][CH2:49]1)=[O:47]. (6) Given the reactants [Cl:1][C:2]1[CH:3]=[C:4]([C:9]2([C:24]([F:27])([F:26])[F:25])[O:13][N:12]=[C:11]([C:14]3[CH:22]=[CH:21][C:17]([C:18]([NH2:20])=[O:19])=[C:16]([CH3:23])[CH:15]=3)[CH2:10]2)[CH:5]=[C:6]([Cl:8])[CH:7]=1.C=O.[C:30](=O)([O-])[O-:31].[K+].[K+].O, predict the reaction product. The product is: [Cl:1][C:2]1[CH:3]=[C:4]([C:9]2([C:24]([F:25])([F:27])[F:26])[O:13][N:12]=[C:11]([C:14]3[CH:22]=[CH:21][C:17]([C:18]([NH:20][CH2:30][OH:31])=[O:19])=[C:16]([CH3:23])[CH:15]=3)[CH2:10]2)[CH:5]=[C:6]([Cl:8])[CH:7]=1. (7) Given the reactants Cl.[CH:2]([C@H:15]1[C@@H:20]([O:21][CH2:22][C:23]2[CH:28]=[CH:27][C:26]([C:29]([F:32])([F:31])[F:30])=[CH:25][CH:24]=2)[CH2:19][CH2:18][NH:17][CH2:16]1)([C:9]1[CH:14]=[CH:13][CH:12]=[CH:11][CH:10]=1)[C:3]1[CH:8]=[CH:7][CH:6]=[CH:5][CH:4]=1.[CH3:33][O:34][CH2:35][C:36](O)=[O:37], predict the reaction product. The product is: [CH:2]([C@H:15]1[C@@H:20]([O:21][CH2:22][C:23]2[CH:24]=[CH:25][C:26]([C:29]([F:32])([F:30])[F:31])=[CH:27][CH:28]=2)[CH2:19][CH2:18][N:17]([C:36](=[O:37])[CH2:35][O:34][CH3:33])[CH2:16]1)([C:9]1[CH:10]=[CH:11][CH:12]=[CH:13][CH:14]=1)[C:3]1[CH:4]=[CH:5][CH:6]=[CH:7][CH:8]=1. (8) Given the reactants [CH2:1]([N:8]=[C:9]1[CH2:14][CH2:13][CH:12]([C:15]2[CH:20]=[CH:19][C:18]([O:21][Si:22]([C:25]([CH3:28])([CH3:27])[CH3:26])([CH3:24])[CH3:23])=[CH:17][C:16]=2[O:29][Si:30]([C:33]([CH3:36])([CH3:35])[CH3:34])([CH3:32])[CH3:31])[CH2:11][CH2:10]1)[C:2]1[CH:7]=[CH:6][CH:5]=[CH:4][CH:3]=1.O1CCCC1.CO.[BH4-].[Na+], predict the reaction product. The product is: [CH2:1]([NH:8][C@H:9]1[CH2:10][CH2:11][C@H:12]([C:15]2[CH:20]=[CH:19][C:18]([O:21][Si:22]([C:25]([CH3:27])([CH3:28])[CH3:26])([CH3:23])[CH3:24])=[CH:17][C:16]=2[O:29][Si:30]([C:33]([CH3:36])([CH3:35])[CH3:34])([CH3:31])[CH3:32])[CH2:13][CH2:14]1)[C:2]1[CH:7]=[CH:6][CH:5]=[CH:4][CH:3]=1. (9) Given the reactants CC1(C)[O:6][CH:5]([CH2:7][CH2:8][CH2:9][N:10]2[C:18](=[O:19])[C:17]3[C:12](=[CH:13][CH:14]=[CH:15][CH:16]=3)[C:11]2=[O:20])[CH2:4][O:3]1.Cl, predict the reaction product. The product is: [OH:6][CH:5]([CH2:4][OH:3])[CH2:7][CH2:8][CH2:9][N:10]1[C:18](=[O:19])[C:17]2[C:12](=[CH:13][CH:14]=[CH:15][CH:16]=2)[C:11]1=[O:20]. (10) Given the reactants [OH-].[Na+].[Cl:3][C:4]1[CH:9]=[CH:8][C:7]([C:10]([NH:12][NH:13][C:14]([NH:16][CH2:17][C:18]([O:20]CC)=[O:19])=[O:15])=O)=[CH:6][CH:5]=1.Cl, predict the reaction product. The product is: [Cl:3][C:4]1[CH:9]=[CH:8][C:7]([C:10]2[N:16]([CH2:17][C:18]([OH:20])=[O:19])[C:14](=[O:15])[NH:13][N:12]=2)=[CH:6][CH:5]=1.